Dataset: Catalyst prediction with 721,799 reactions and 888 catalyst types from USPTO. Task: Predict which catalyst facilitates the given reaction. (1) Reactant: C(=O)([O-])[O-].[K+].[K+].Cl[C:8]1[N:13]=[CH:12][C:11]([Br:14])=[CH:10][N:9]=1.[NH:15]1[CH2:20][CH2:19][O:18][CH2:17][CH2:16]1. Product: [Br:14][C:11]1[CH:10]=[N:9][C:8]([N:15]2[CH2:20][CH2:19][O:18][CH2:17][CH2:16]2)=[N:13][CH:12]=1. The catalyst class is: 3. (2) Reactant: [Br:1][C:2]1[CH:3]=[C:4]([F:10])[C:5]([F:9])=[C:6]([OH:8])[CH:7]=1.[CH2:11](Br)[C:12]#[CH:13].C(=O)([O-])[O-].[K+].[K+]. Product: [Br:1][C:2]1[CH:7]=[C:6]([O:8][CH2:13][C:12]#[CH:11])[C:5]([F:9])=[C:4]([F:10])[CH:3]=1. The catalyst class is: 573.